Dataset: Forward reaction prediction with 1.9M reactions from USPTO patents (1976-2016). Task: Predict the product of the given reaction. (1) Given the reactants [Cl:1][C:2]1[N:7]=[C:6](Cl)[C:5]([Cl:9])=[CH:4][N:3]=1.[NH2:10][C:11]1[CH:12]=[CH:13][C:14]([F:25])=[C:15]([NH:17][C:18](=[O:24])[O:19][C:20]([CH3:23])([CH3:22])[CH3:21])[CH:16]=1.CCN(C(C)C)C(C)C, predict the reaction product. The product is: [Cl:1][C:2]1[N:7]=[C:6]([NH:10][C:11]2[CH:12]=[CH:13][C:14]([F:25])=[C:15]([NH:17][C:18](=[O:24])[O:19][C:20]([CH3:21])([CH3:22])[CH3:23])[CH:16]=2)[C:5]([Cl:9])=[CH:4][N:3]=1. (2) Given the reactants [F:1][C:2]1[C:7]([F:8])=[CH:6][C:5]([F:9])=[CH:4][C:3]=1[C@H:10]([CH3:12])O.CS(Cl)(=O)=O.S([O-])(=O)(=O)C.[CH3:23][C@@H:24]1[CH2:29][NH:28][CH2:27][CH2:26][NH:25]1.CC1(C)CCCC(C)(C)N1, predict the reaction product. The product is: [CH3:23][C@H:24]1[NH:25][CH2:26][CH2:27][N:28]([C@@H:10]([C:3]2[CH:4]=[C:5]([F:9])[CH:6]=[C:7]([F:8])[C:2]=2[F:1])[CH3:12])[CH2:29]1. (3) Given the reactants [CH3:1][O:2][C:3](=[O:12])[C:4]1[CH:9]=[CH:8][C:7]([Cl:10])=[C:6]([OH:11])[CH:5]=1.[Cl:13][C:14]1[CH:19]=[C:18]([Cl:20])[CH:17]=[CH:16][C:15]=1[CH2:21][CH2:22]O.C1(P(C2C=CC=CC=2)C2C=CC=CC=2)C=CC=CC=1.CCOC(/N=N/C(OCC)=O)=O, predict the reaction product. The product is: [CH3:1][O:2][C:3](=[O:12])[C:4]1[CH:9]=[CH:8][C:7]([Cl:10])=[C:6]([O:11][CH2:22][CH2:21][C:15]2[CH:16]=[CH:17][C:18]([Cl:20])=[CH:19][C:14]=2[Cl:13])[CH:5]=1. (4) The product is: [CH:1]1[CH:10]=[CH:9][CH:8]=[C:7]2[C:2]=1[C:3]1[N:13]3[N:14]=[CH:15][CH:16]=[CH:17][C:12]3=[N:11][C:4]=1[C:5]([NH2:18])=[N:6]2.[N:18]1[CH:27]=[CH:26][CH:25]=[C:24]2[C:19]=1[C:20]1[N:30]3[N:31]=[CH:32][CH:33]=[CH:34][C:29]3=[N:28][C:21]=1[C:22]([NH2:6])=[N:23]2. Given the reactants [CH:1]1[CH:10]=[CH:9][CH:8]=[C:7]2[C:2]=1[C:3]1[N:13]3[N:14]=[CH:15][CH:16]=[CH:17][C:12]3=[N:11][C:4]=1[CH:5]=[N:6]2.[N:18]1[CH:27]=[CH:26][CH:25]=[C:24]2[C:19]=1[C:20]1[N:30]3[N:31]=[CH:32][CH:33]=[CH:34][C:29]3=[N:28][C:21]=1[CH:22]=[N:23]2, predict the reaction product. (5) The product is: [CH:26]([N:25]1[C:19]2[CH:18]=[C:17]([NH:15][C:13]3[CH:12]=[CH:11][N:10]=[C:9]([N:6]4[CH2:5][CH2:4][CH:3]([O:2][CH3:1])[CH2:8][CH2:7]4)[N:14]=3)[N:22]=[CH:21][C:20]=2[C:23]([C:29]2[O:30][C:31]([CH3:34])=[N:32][N:33]=2)=[CH:24]1)([CH3:28])[CH3:27]. Given the reactants [CH3:1][O:2][CH:3]1[CH2:8][CH2:7][N:6]([C:9]2[N:14]=[C:13]([NH2:15])[CH:12]=[CH:11][N:10]=2)[CH2:5][CH2:4]1.Cl[C:17]1[N:22]=[CH:21][C:20]2[C:23]([C:29]3[O:30][C:31]([CH3:34])=[N:32][N:33]=3)=[CH:24][N:25]([CH:26]([CH3:28])[CH3:27])[C:19]=2[CH:18]=1.CC(C)([O-])C.[Na+], predict the reaction product. (6) Given the reactants [Cl:1][C:2]1[CH:10]=[C:9]2[C:5]([C:6]([CH:11]=[O:12])=[CH:7][NH:8]2)=[CH:4][C:3]=1[C:13]1[CH:14]=[N:15][C:16]([N:19]([CH3:21])[CH3:20])=[N:17][CH:18]=1.CC(=CC)C.Cl([O-])=[O:28].[Na+].O.O.OP([O-])(O)=O.[Na+], predict the reaction product. The product is: [Cl:1][C:2]1[CH:10]=[C:9]2[C:5]([C:6]([C:11]([OH:28])=[O:12])=[CH:7][NH:8]2)=[CH:4][C:3]=1[C:13]1[CH:14]=[N:15][C:16]([N:19]([CH3:21])[CH3:20])=[N:17][CH:18]=1.